The task is: Binary Classification. Given a T-cell receptor sequence (or CDR3 region) and an epitope sequence, predict whether binding occurs between them.. This data is from TCR-epitope binding with 47,182 pairs between 192 epitopes and 23,139 TCRs. (1) The TCR CDR3 sequence is CASSFTTSGTIPNEQFF. The epitope is KLSYGIATV. Result: 0 (the TCR does not bind to the epitope). (2) The epitope is FLKEKGGL. The TCR CDR3 sequence is CASSLGQSGANVLTF. Result: 0 (the TCR does not bind to the epitope).